Task: Predict the reaction yield, written as a fraction of the theoretical maximum amount of product (1.0 means a 100% yield; for example, 0.34 means a 34% yield).. Dataset: Reaction yield outcomes from USPTO patents with 853,638 reactions (1) The reactants are [C:1]([N:3]=[C:4]([N:13]1[CH2:18][CH2:17][N:16](C([O-])=O)[CH2:15][CH:14]1[CH:22]([CH3:24])[CH3:23])[NH:5][C:6]1[CH:11]=[CH:10][CH:9]=[CH:8][C:7]=1[CH3:12])#[N:2].[H][H]. The catalyst is C(O)C.[Pd]. The product is [C:1]([N:3]=[C:4]([N:13]1[CH2:18][CH2:17][NH:16][CH2:15][CH:14]1[CH:22]([CH3:24])[CH3:23])[NH:5][C:6]1[CH:11]=[CH:10][CH:9]=[CH:8][C:7]=1[CH3:12])#[N:2]. The yield is 0.990. (2) The reactants are Cl[CH:2]1[CH:11]([S:12]([C:15]2[CH:20]=[CH:19][CH:18]=[CH:17][CH:16]=2)(=[O:14])=[O:13])[CH:10]2[CH2:21][CH2:22][CH:3]1[C:4]1[C:9]2=[CH:8][CH:7]=[CH:6][CH:5]=1.C1CCN2C(=NCCC2)CC1.Cl. The catalyst is C1COCC1. The product is [C:15]1([S:12]([C:11]2[CH:10]3[CH2:21][CH2:22][CH:3]([CH:2]=2)[C:4]2[C:9]3=[CH:8][CH:7]=[CH:6][CH:5]=2)(=[O:14])=[O:13])[CH:16]=[CH:17][CH:18]=[CH:19][CH:20]=1. The yield is 0.980. (3) The reactants are [OH-].[Na+].[Cl:3][C:4]1[CH:5]=[CH:6][C:7]2[N:13]([CH2:14][C:15]([CH3:19])([CH3:18])[CH2:16][OH:17])[C:12](=[O:20])[C@@H:11]([CH2:21][C:22]([NH:24][CH2:25][CH2:26][C:27]3[O:31][C:30]([C:32]([O:34]CC)=[O:33])=[CH:29][C:28]=3[C:37]([O:39]C)=[O:38])=[O:23])[O:10][C@H:9]([C:41]3[CH:46]=[CH:45][CH:44]=[C:43]([O:47][CH3:48])[C:42]=3[O:49][CH3:50])[C:8]=2[CH:51]=1. The yield is 0.720. The product is [Cl:3][C:4]1[CH:5]=[CH:6][C:7]2[N:13]([CH2:14][C:15]([CH3:18])([CH3:19])[CH2:16][OH:17])[C:12](=[O:20])[C@@H:11]([CH2:21][C:22]([NH:24][CH2:25][CH2:26][C:27]3[O:31][C:30]([C:32]([OH:34])=[O:33])=[CH:29][C:28]=3[C:37]([OH:39])=[O:38])=[O:23])[O:10][C@H:9]([C:41]3[CH:46]=[CH:45][CH:44]=[C:43]([O:47][CH3:48])[C:42]=3[O:49][CH3:50])[C:8]=2[CH:51]=1. The catalyst is CO. (4) The reactants are [OH:1][C:2]1[C:10]2[O:9][C:8]([C:11]([OH:13])=[O:12])=[CH:7][C:6]=2[CH:5]=[C:4]([N+:14]([O-:16])=[O:15])[CH:3]=1.S(=O)(=O)(O)O.O.[CH3:23]O. No catalyst specified. The product is [OH:1][C:2]1[C:10]2[O:9][C:8]([C:11]([O:13][CH3:23])=[O:12])=[CH:7][C:6]=2[CH:5]=[C:4]([N+:14]([O-:16])=[O:15])[CH:3]=1. The yield is 0.910. (5) The reactants are [F:1][C:2]1[CH:7]=[CH:6][CH:5]=[CH:4][C:3]=1[C:8]1[CH:16]=[CH:15][CH:14]=[C:13]2[C:9]=1[CH2:10][C:11](=[O:17])[NH:12]2.[CH2:18]([N:20]([CH2:34][CH3:35])[CH2:21][CH2:22][NH:23][C:24]([C:26]1[CH:30]=[C:29]([CH3:31])[NH:28][C:27]=1[CH:32]=O)=[O:25])[CH3:19]. The catalyst is C(O)C.N1CCCCC1. The product is [CH2:34]([N:20]([CH2:18][CH3:19])[CH2:21][CH2:22][NH:23][C:24]([C:26]1[CH:30]=[C:29]([CH3:31])[NH:28][C:27]=1[CH:32]=[C:10]1[C:9]2[C:13](=[CH:14][CH:15]=[CH:16][C:8]=2[C:3]2[CH:4]=[CH:5][CH:6]=[CH:7][C:2]=2[F:1])[NH:12][C:11]1=[O:17])=[O:25])[CH3:35]. The yield is 0.500. (6) The catalyst is C1COCC1. The reactants are [F:1][C:2]1[C:7]([NH:8][C:9]2[C:14]([C:15]3[N:23]=[CH:22][N:21]=[C:20]4[C:16]=3[N:17]=[CH:18][N:19]4[CH:24]3[CH2:29][CH2:28][CH2:27][CH2:26][O:25]3)=[CH:13][CH:12]=[CH:11][N:10]=2)=[C:6]([F:30])[CH:5]=[CH:4][C:3]=1[NH:31][S:32]([CH2:35][CH2:36][CH3:37])(=[O:34])=[O:33].[Li+].CC([N-]C(C)C)C.[Cl:46]C(Cl)(Cl)C(Cl)(Cl)Cl. The product is [Cl:46][C:18]1[N:19]([CH:24]2[CH2:29][CH2:28][CH2:27][CH2:26][O:25]2)[C:20]2[C:16]([N:17]=1)=[C:15]([C:14]1[C:9]([NH:8][C:7]3[C:2]([F:1])=[C:3]([NH:31][S:32]([CH2:35][CH2:36][CH3:37])(=[O:34])=[O:33])[CH:4]=[CH:5][C:6]=3[F:30])=[N:10][CH:11]=[CH:12][CH:13]=1)[N:23]=[CH:22][N:21]=2. The yield is 0.610.